Predict the product of the given reaction. From a dataset of Forward reaction prediction with 1.9M reactions from USPTO patents (1976-2016). (1) Given the reactants [Br-:1].[Br-].C1(P(C2C=CC=CC=2)C2C=CC=CC=2)C=CC=CC=1.[CH:22]([C:25]1[C:33]2[C:28](=[CH:29][CH:30]=[C:31]([O:34][C:35]3[C:42]([C:43]([F:46])([F:45])[F:44])=[CH:41][C:38]([CH2:39]O)=[CH:37][C:36]=3[C:47]([F:50])([F:49])[F:48])[CH:32]=2)[NH:27][CH:26]=1)([CH3:24])[CH3:23].N1C=CC=CC=1, predict the reaction product. The product is: [CH:22]([C:25]1[C:33]2[C:28](=[CH:29][CH:30]=[C:31]([O:34][C:35]3[C:42]([C:43]([F:46])([F:45])[F:44])=[CH:41][C:38]([CH2:39][Br:1])=[CH:37][C:36]=3[C:47]([F:50])([F:49])[F:48])[CH:32]=2)[NH:27][CH:26]=1)([CH3:24])[CH3:23]. (2) Given the reactants [F-].C([N+](CCCC)(CCCC)CCCC)CCC.[CH3:19][O:20][C:21]1[CH:26]=[CH:25][C:24]([CH2:27][C:28]2[CH:33]=[CH:32][C:31]([C:34]#[C:35][Si](C(C)C)(C(C)C)C(C)C)=[CH:30][CH:29]=2)=[CH:23][C:22]=1[C@:46]1([O:64][C@H:63]([CH2:65][O:66]C(=O)C)[C@@H:58]([O:59]C(=O)C)[C@H:53]([O:54]C(=O)C)[C@H:48]1[O:49]C(=O)C)[OH:47].[OH-].[K+].Cl, predict the reaction product. The product is: [CH3:19][O:20][C:21]1[CH:26]=[CH:25][C:24]([CH2:27][C:28]2[CH:29]=[CH:30][C:31]([C:34]#[CH:35])=[CH:32][CH:33]=2)=[CH:23][C:22]=1[C@:46]1([O:64][C@H:63]([CH2:65][OH:66])[C@@H:58]([OH:59])[C@H:53]([OH:54])[C@H:48]1[OH:49])[OH:47]. (3) Given the reactants [Cl:1][C:2]1[CH:7]=[C:6]([CH3:8])[CH:5]=[CH:4][C:3]=1[NH:9][C:10]([CH2:12][C@@H:13]([N:20]1[C:24]([CH:25]2[CH2:27][CH2:26]2)=[C:23]([CH:28]2[CH2:31][CH:30]([CH2:32][C:33]([CH3:36])([CH3:35])[CH3:34])[CH2:29]2)[N:22]=[N:21]1)[CH2:14][CH2:15][C:16]([O:18]C)=[O:17])=[O:11].[OH-].[Na+].Cl, predict the reaction product. The product is: [Cl:1][C:2]1[CH:7]=[C:6]([CH3:8])[CH:5]=[CH:4][C:3]=1[NH:9][C:10]([CH2:12][C@@H:13]([N:20]1[C:24]([CH:25]2[CH2:27][CH2:26]2)=[C:23]([CH:28]2[CH2:31][CH:30]([CH2:32][C:33]([CH3:36])([CH3:35])[CH3:34])[CH2:29]2)[N:22]=[N:21]1)[CH2:14][CH2:15][C:16]([OH:18])=[O:17])=[O:11]. (4) Given the reactants [CH3:1][C:2]1[CH:8]=[C:7]([N+:9]([O-:11])=[O:10])[CH:6]=[CH:5][C:3]=1[NH2:4].[O:12]=[C:13](Cl)[O:14][C:15](Cl)(Cl)Cl.[Cl:20][CH2:21][CH2:22][CH2:23]CO, predict the reaction product. The product is: [CH3:1][C:2]1[CH:8]=[C:7]([N+:9]([O-:11])=[O:10])[CH:6]=[CH:5][C:3]=1[NH:4][C:13](=[O:12])[O:14][CH2:15][CH2:23][CH2:22][CH2:21][Cl:20]. (5) Given the reactants C(OC(=O)[NH:7][C:8]1[CH:13]=[C:12]([NH:14][C:15]([NH2:17])=[O:16])[CH:11]=[CH:10][C:9]=1[O:18][CH3:19])(C)(C)C, predict the reaction product. The product is: [NH2:7][C:8]1[CH:13]=[C:12]([NH:14][C:15]([NH2:17])=[O:16])[CH:11]=[CH:10][C:9]=1[O:18][CH3:19]. (6) Given the reactants [NH:1]1[CH2:6][CH2:5][O:4][CH2:3][CH2:2]1.[Cl:7][C:8]1[N:16]=[C:15]2[C:11]([N:12]=[CH:13][N:14]2[C@H:17]2[CH2:21][CH2:20][N:19]([C:22]([O:24][C:25]([CH3:28])([CH3:27])[CH3:26])=[O:23])[CH2:18]2)=[C:10](Cl)[N:9]=1, predict the reaction product. The product is: [Cl:7][C:8]1[N:16]=[C:15]2[C:11]([N:12]=[CH:13][N:14]2[C@H:17]2[CH2:21][CH2:20][N:19]([C:22]([O:24][C:25]([CH3:28])([CH3:27])[CH3:26])=[O:23])[CH2:18]2)=[C:10]([N:1]2[CH2:6][CH2:5][O:4][CH2:3][CH2:2]2)[N:9]=1. (7) Given the reactants COC1C=CC(C[N:8]2[C:12]3[CH:13]=[N:14][C:15]4[CH:16]=[CH:17][C:18]([C:21]5[CH:22]=[N:23][CH:24]=[CH:25][CH:26]=5)=[CH:19][C:20]=4[C:11]=3[CH:10]=[N:9]2)=CC=1.C(O)(C(F)(F)F)=O, predict the reaction product. The product is: [N:23]1[CH:24]=[CH:25][CH:26]=[C:21]([C:18]2[CH:17]=[CH:16][C:15]3[N:14]=[CH:13][C:12]4[NH:8][N:9]=[CH:10][C:11]=4[C:20]=3[CH:19]=2)[CH:22]=1. (8) Given the reactants [Cl:1][C:2]1[CH:3]=[C:4]([CH:10]([NH:18][C:19](=[O:34])[CH2:20][CH:21]2[CH2:26][CH2:25][N:24](C(OC(C)(C)C)=O)[CH2:23][CH2:22]2)[C:11]2[CH:16]=[CH:15][C:14]([F:17])=[CH:13][CH:12]=2)[CH:5]=[N:6][C:7]=1[O:8][CH3:9].CCN(C(C)C)C(C)C.[F:44][C:45]([F:60])([F:59])[C:46]1[CH:51]=[CH:50][C:49]([N:52]2[CH:56]=[CH:55][C:54]([CH:57]=O)=[CH:53]2)=[CH:48][CH:47]=1.C(O[BH-](OC(=O)C)OC(=O)C)(=O)C, predict the reaction product. The product is: [Cl:1][C:2]1[CH:3]=[C:4]([CH:10]([C:11]2[CH:16]=[CH:15][C:14]([F:17])=[CH:13][CH:12]=2)[NH:18][C:19](=[O:34])[CH2:20][CH:21]2[CH2:26][CH2:25][N:24]([CH2:57][C:54]3[CH:55]=[CH:56][N:52]([C:49]4[CH:50]=[CH:51][C:46]([C:45]([F:60])([F:59])[F:44])=[CH:47][CH:48]=4)[CH:53]=3)[CH2:23][CH2:22]2)[CH:5]=[N:6][C:7]=1[O:8][CH3:9].